Dataset: Full USPTO retrosynthesis dataset with 1.9M reactions from patents (1976-2016). Task: Predict the reactants needed to synthesize the given product. Given the product [CH2:9]([N:7]1[CH:8]=[C:4]([B:14]2[O:15][C:16]([CH3:18])([CH3:17])[C:12]([CH3:28])([CH3:11])[O:13]2)[CH:5]=[N:6]1)[CH3:10], predict the reactants needed to synthesize it. The reactants are: N#N.Br[C:4]1[CH:5]=[N:6][N:7]([CH2:9][CH3:10])[CH:8]=1.[CH3:11][C:12]1([CH3:28])[C:16]([CH3:18])([CH3:17])[O:15][B:14]([B:14]2[O:15][C:16]([CH3:18])([CH3:17])[C:12]([CH3:28])([CH3:11])[O:13]2)[O:13]1.C([O-])(=O)C.[K+].